The task is: Predict which catalyst facilitates the given reaction.. This data is from Catalyst prediction with 721,799 reactions and 888 catalyst types from USPTO. (1) Reactant: ClC1C=C([C:8]2[CH:13]=[N:12][CH:11]=[C:10]3[S:14][C:15](C4NN=NN=4)=[CH:16][C:9]=23)C=CC=1.N1C=CC=C(B(O)O)C=1.C(=O)([O-])[O-].[Cs+].[Cs+].C(P(C(C)(C)C)C(C)(C)C)(C)(C)C. Product: [S:14]1[C:10]2=[CH:11][N:12]=[CH:13][CH:8]=[C:9]2[CH:16]=[CH:15]1. The catalyst class is: 62. (2) Reactant: [F:1][C:2]1[C:10]2[S:9][C:8](N)=[N:7][C:6]=2[CH:5]=[CH:4][CH:3]=1.N(OCCC(C)C)=O. Product: [F:1][C:2]1[C:10]2[S:9][CH:8]=[N:7][C:6]=2[CH:5]=[CH:4][CH:3]=1. The catalyst class is: 1. (3) Reactant: C([O:5][C:6]([CH2:8][N:9]1[C:13]2[CH:14]=[C:15]([I:18])[CH:16]=[CH:17][C:12]=2[N:11](C(OC(C)(C)C)=O)[C:10]1=[O:26])=[O:7])(C)(C)C.FC(F)(F)C(O)=O. Product: [I:18][C:15]1[CH:16]=[CH:17][C:12]2[NH:11][C:10](=[O:26])[N:9]([CH2:8][C:6]([OH:7])=[O:5])[C:13]=2[CH:14]=1. The catalyst class is: 4. (4) Reactant: [CH2:1]([O:3][C:4](=[O:34])[C:5]([O:8][C:9]1[CH:14]=[CH:13][C:12]([O:15][CH2:16][CH2:17][CH:18]2[CH2:22][N:21](CC3C=CC(OC)=CC=3)[C:20](=[O:32])[N:19]2[CH3:33])=[CH:11][CH:10]=1)([CH3:7])[CH3:6])[CH3:2].C([SiH](CC)CC)C.FC(F)(F)C(O)=O. Product: [CH2:1]([O:3][C:4](=[O:34])[C:5]([CH3:7])([O:8][C:9]1[CH:10]=[CH:11][C:12]([O:15][CH2:16][CH2:17][CH:18]2[CH2:22][NH:21][C:20](=[O:32])[N:19]2[CH3:33])=[CH:13][CH:14]=1)[CH3:6])[CH3:2]. The catalyst class is: 6. (5) Reactant: O[C:2]1[C:10]([I:11])=[CH:9][C:5]([C:6](O)=[O:7])=[CH:4][N:3]=1.P(Cl)(Cl)([Cl:14])=O.[CH3:17][OH:18]. Product: [CH3:17][O:18][C:6](=[O:7])[C:5]1[CH:9]=[C:10]([I:11])[C:2]([Cl:14])=[N:3][CH:4]=1. The catalyst class is: 11. (6) Product: [CH3:17][S:18]([O:9][CH2:8][CH2:7][N:1]1[CH2:6][CH2:5][CH2:4][CH2:3][CH2:2]1)(=[O:20])=[O:19]. Reactant: [N:1]1([CH2:7][CH2:8][OH:9])[CH2:6][CH2:5][CH2:4][CH2:3][CH2:2]1.C(N(CC)CC)C.[CH3:17][S:18](Cl)(=[O:20])=[O:19]. The catalyst class is: 1. (7) Reactant: [CH3:1][Mg+].[Br-].CC[O:6][CH2:7][CH3:8].C(OC([C:14]1[N:15]=[C:16]([C:27]2[CH:32]=[CH:31][C:30]([Br:33])=[CH:29][CH:28]=2)[N:17]([CH2:19][C:20]2[CH:25]=[CH:24][CH:23]=[CH:22][C:21]=2[Cl:26])[CH:18]=1)=O)C. Product: [Br:33][C:30]1[CH:29]=[CH:28][C:27]([C:16]2[N:17]([CH2:19][C:20]3[CH:25]=[CH:24][CH:23]=[CH:22][C:21]=3[Cl:26])[CH:18]=[C:14]([C:7]([OH:6])([CH3:8])[CH3:1])[N:15]=2)=[CH:32][CH:31]=1. The catalyst class is: 1.